This data is from Peptide-MHC class I binding affinity with 185,985 pairs from IEDB/IMGT. The task is: Regression. Given a peptide amino acid sequence and an MHC pseudo amino acid sequence, predict their binding affinity value. This is MHC class I binding data. (1) The peptide sequence is TMKFKGTVD. The MHC is HLA-A30:01 with pseudo-sequence HLA-A30:01. The binding affinity (normalized) is 0.0847. (2) The peptide sequence is KAVYNFATM. The MHC is HLA-C03:03 with pseudo-sequence HLA-C03:03. The binding affinity (normalized) is 1.00. (3) The peptide sequence is ALPGPDGVV. The MHC is HLA-A02:12 with pseudo-sequence HLA-A02:12. The binding affinity (normalized) is 0.472. (4) The peptide sequence is FAPPCKPL. The MHC is Mamu-A01 with pseudo-sequence Mamu-A01. The binding affinity (normalized) is 0.742. (5) The peptide sequence is NPLEIYQEI. The MHC is HLA-A03:01 with pseudo-sequence HLA-A03:01. The binding affinity (normalized) is 0.0847. (6) The peptide sequence is NLVPMVATV. The MHC is HLA-A01:01 with pseudo-sequence HLA-A01:01. The binding affinity (normalized) is 0.